Task: Predict which catalyst facilitates the given reaction.. Dataset: Catalyst prediction with 721,799 reactions and 888 catalyst types from USPTO (1) Reactant: Cl.[CH3:2][O:3][C:4]1[CH:9]=[CH:8][C:7]([S:10][CH2:11][CH2:12][NH2:13])=[CH:6][CH:5]=1.Cl[C:15]([O:17][CH3:18])=[O:16].C(N(CC)CC)C. Product: [CH3:2][O:3][C:4]1[CH:9]=[CH:8][C:7]([S:10][CH2:11][CH2:12][NH:13][C:15](=[O:16])[O:17][CH3:18])=[CH:6][CH:5]=1. The catalyst class is: 2. (2) Reactant: [CH:1]1[C:11]2[CH2:10][CH2:9][C:8]3[CH:12]=[CH:13][CH:14]=[CH:15][C:7]=3[N:6]([CH:16]3[CH2:20][CH2:19][C:18](=O)[CH2:17]3)[C:5]=2[CH:4]=[CH:3][CH:2]=1.C([O-])=O.[NH4+:25]. Product: [CH:1]1[C:11]2[CH2:10][CH2:9][C:8]3[CH:12]=[CH:13][CH:14]=[CH:15][C:7]=3[N:6]([CH:16]3[CH2:20][CH2:19][CH:18]([NH2:25])[CH2:17]3)[C:5]=2[CH:4]=[CH:3][CH:2]=1. The catalyst class is: 19.